This data is from Full USPTO retrosynthesis dataset with 1.9M reactions from patents (1976-2016). The task is: Predict the reactants needed to synthesize the given product. Given the product [N+:47]([C:50]1[CH:55]=[CH:54][C:53]([NH:56][CH:57]2[CH2:58][CH2:59][N:60]([C:17](=[O:19])[CH2:16][CH2:15][N:12]3[CH2:11][CH2:10][N:9]([C:7]4[S:8][C:4]([C:3]([F:2])([F:21])[F:20])=[N:5][N:6]=4)[CH2:14][CH2:13]3)[CH2:61][CH2:62]2)=[CH:52][C:51]=1[C:63]([F:66])([F:64])[F:65])([O-:49])=[O:48], predict the reactants needed to synthesize it. The reactants are: [Li+].[F:2][C:3]([F:21])([F:20])[C:4]1[S:8][C:7]([N:9]2[CH2:14][CH2:13][N:12]([CH2:15][CH2:16][C:17]([O-:19])=O)[CH2:11][CH2:10]2)=[N:6][N:5]=1.F[P-](F)(F)(F)(F)F.CN(C)C(ON1C2C=CC=CC=2N=N1)=[N+](C)C.Cl.[N+:47]([C:50]1[CH:55]=[CH:54][C:53]([NH:56][CH:57]2[CH2:62][CH2:61][NH:60][CH2:59][CH2:58]2)=[CH:52][C:51]=1[C:63]([F:66])([F:65])[F:64])([O-:49])=[O:48].C(N(C(C)C)CC)(C)C.[O-2].[Al+3].[O-2].[O-2].[Al+3].